Dataset: Forward reaction prediction with 1.9M reactions from USPTO patents (1976-2016). Task: Predict the product of the given reaction. (1) Given the reactants [CH3:1][O:2][C:3]1[C:12]([O:13][CH3:14])=[C:11]2[C:6]([C:7]([NH:15][C@H:16]3[CH2:20][CH2:19][O:18][CH2:17]3)=[N:8][CH:9]=[N:10]2)=[CH:5][CH:4]=1.[H-].[Na+].[CH2:23]1COC[CH2:24]1, predict the reaction product. The product is: [CH2:23]([N:15]([C@H:16]1[CH2:20][CH2:19][O:18][CH2:17]1)[C:7]1[C:6]2[C:11](=[C:12]([O:13][CH3:14])[C:3]([O:2][CH3:1])=[CH:4][CH:5]=2)[N:10]=[CH:9][N:8]=1)[CH3:24]. (2) Given the reactants [CH3:1][O:2][C:3]1[CH:4]=[C:5]([SH:9])[CH:6]=[CH:7][CH:8]=1.[H-].[Na+].[Cl:12][C:13]1[CH:18]=[C:17]([N+]([O-])=O)[CH:16]=[CH:15][N:14]=1, predict the reaction product. The product is: [Cl:12][C:13]1[CH:18]=[C:17]([S:9][C:5]2[CH:6]=[CH:7][CH:8]=[C:3]([O:2][CH3:1])[CH:4]=2)[CH:16]=[CH:15][N:14]=1. (3) Given the reactants Cl[C:2]1[N:3]=[C:4]([NH:11][C:12]2[CH:17]=[C:16]([O:18][CH3:19])[C:15]([O:20][CH3:21])=[C:14]([O:22][CH3:23])[CH:13]=2)[C:5]2[N:10]=[CH:9][S:8][C:6]=2[N:7]=1.CC1(C)C(C)(C)OB([C:32]2[CH:33]=[C:34]([CH:38]=[CH:39][CH:40]=2)[C:35]([NH2:37])=[O:36])O1.C([O-])([O-])=O.[Na+].[Na+], predict the reaction product. The product is: [CH3:23][O:22][C:14]1[CH:13]=[C:12]([NH:11][C:4]2[C:5]3[N:10]=[CH:9][S:8][C:6]=3[N:7]=[C:2]([C:32]3[CH:33]=[C:34]([CH:38]=[CH:39][CH:40]=3)[C:35]([NH2:37])=[O:36])[N:3]=2)[CH:17]=[C:16]([O:18][CH3:19])[C:15]=1[O:20][CH3:21]. (4) Given the reactants [CH2:1]([O:3][C:4]1[CH:9]=[CH:8][C:7]([C:10](=O)[CH2:11][C:12](=O)[C:13]([F:16])([F:15])[F:14])=[CH:6][C:5]=1[C:19]([F:22])([F:21])[F:20])[CH3:2].[NH2:23][C:24]1[C:28]([C:29]2[CH:34]=[CH:33][N:32]=[CH:31][CH:30]=2)=[CH:27][NH:26][N:25]=1, predict the reaction product. The product is: [CH2:1]([O:3][C:4]1[CH:9]=[CH:8][C:7]([C:10]2[CH:11]=[C:12]([C:13]([F:16])([F:15])[F:14])[N:25]3[N:26]=[CH:27][C:28]([C:29]4[CH:34]=[CH:33][N:32]=[CH:31][CH:30]=4)=[C:24]3[N:23]=2)=[CH:6][C:5]=1[C:19]([F:22])([F:21])[F:20])[CH3:2]. (5) Given the reactants [Br:1][C:2]1[CH:10]=[CH:9][C:5]2[NH:6][CH:7]=[N:8][C:4]=2[C:3]=1[Cl:11].[H-].[Na+].[C:14](Cl)([C:27]1[CH:32]=[CH:31][CH:30]=[CH:29][CH:28]=1)([C:21]1[CH:26]=[CH:25][CH:24]=[CH:23][CH:22]=1)[C:15]1[CH:20]=[CH:19][CH:18]=[CH:17][CH:16]=1, predict the reaction product. The product is: [Br:1][C:2]1[CH:10]=[CH:9][C:5]2[N:6]([C:14]([C:15]3[CH:20]=[CH:19][CH:18]=[CH:17][CH:16]=3)([C:27]3[CH:28]=[CH:29][CH:30]=[CH:31][CH:32]=3)[C:21]3[CH:22]=[CH:23][CH:24]=[CH:25][CH:26]=3)[CH:7]=[N:8][C:4]=2[C:3]=1[Cl:11]. (6) Given the reactants C([CH:5]1[C@H:9]([O:10][CH3:11])[CH2:8][CH2:7][N:6]1[C:12]([O-])=O)(C)(C)C.CCOCC.[N+:20]([C:23]1[CH:30]=[CH:29][C:26](CBr)=[CH:25][CH:24]=1)([O-:22])=[O:21], predict the reaction product. The product is: [CH3:11][O:10][CH:9]1[CH2:8][CH2:7][N:6]([CH2:12][C:26]2[CH:29]=[CH:30][C:23]([N+:20]([O-:22])=[O:21])=[CH:24][CH:25]=2)[CH2:5]1. (7) Given the reactants C([O:8][C:9](=[O:37])[CH2:10][O:11][C:12]1[CH:17]=[CH:16][C:15]([Cl:18])=[CH:14][C:13]=1[CH2:19][C:20]1[CH:25]=[C:24]([Cl:26])[CH:23]=[CH:22][C:21]=1[O:27][CH:28]([CH3:36])[C:29](=[O:35])[N:30]1[CH2:34][CH2:33][CH2:32][CH2:31]1)C1C=CC=CC=1.[OH-].[Na+], predict the reaction product. The product is: [Cl:18][C:15]1[CH:16]=[CH:17][C:12]([O:11][CH2:10][C:9]([OH:37])=[O:8])=[C:13]([CH2:19][C:20]2[CH:25]=[C:24]([Cl:26])[CH:23]=[CH:22][C:21]=2[O:27][CH:28]([CH3:36])[C:29](=[O:35])[N:30]2[CH2:34][CH2:33][CH2:32][CH2:31]2)[CH:14]=1.